Dataset: Full USPTO retrosynthesis dataset with 1.9M reactions from patents (1976-2016). Task: Predict the reactants needed to synthesize the given product. (1) The reactants are: [CH3:1][O:2][C:3]1[CH:9]=[CH:8][C:6]([NH2:7])=[CH:5][C:4]=1[O:10][CH2:11][CH2:12][O:13][CH3:14].[CH3:15][C:16]1([CH3:24])[O:23][C:21](=[O:22])[CH2:20][C:18](=[O:19])[O:17]1.[CH:25](OC)(OC)OC. Given the product [CH3:1][O:2][C:3]1[CH:9]=[CH:8][C:6]([NH:7][CH:25]=[C:20]2[C:21](=[O:22])[O:23][C:16]([CH3:24])([CH3:15])[O:17][C:18]2=[O:19])=[CH:5][C:4]=1[O:10][CH2:11][CH2:12][O:13][CH3:14], predict the reactants needed to synthesize it. (2) Given the product [C:43]([O:47][C:48]([NH:49][CH2:50][CH2:51][N:12]1[C:13](=[O:24])[CH2:14][CH:15]([C:16]2[CH:21]=[C:20]([F:22])[CH:19]=[CH:18][C:17]=2[CH3:23])[C:10]2([C:5]3[C:6](=[CH:7][C:2]([Cl:1])=[CH:3][CH:4]=3)[NH:8][C:9]2=[O:32])[CH:11]1[C:25]1[CH:30]=[CH:29][CH:28]=[C:27]([Cl:31])[CH:26]=1)=[O:53])([CH3:46])([CH3:45])[CH3:44].[CH3:33][O:34][CH:35]([Si:37]([CH3:40])([CH3:39])[CH3:38])[CH3:36], predict the reactants needed to synthesize it. The reactants are: [Cl:1][C:2]1[CH:7]=[C:6]2[NH:8][C:9](=[O:32])[C:10]3([CH:15]([C:16]4[CH:21]=[C:20]([F:22])[CH:19]=[CH:18][C:17]=4[CH3:23])[CH2:14][C:13](=[O:24])[NH:12][CH:11]3[C:25]3[CH:30]=[CH:29][CH:28]=[C:27]([Cl:31])[CH:26]=3)[C:5]2=[CH:4][CH:3]=1.[CH3:33][O:34][CH:35]([Si:37]([CH3:40])([CH3:39])[CH3:38])[CH3:36].[H-].[Li+].[C:43]([O:47][C:48](=[O:53])[NH:49][CH2:50][CH2:51]Br)([CH3:46])([CH3:45])[CH3:44]. (3) Given the product [CH3:14][S:15]([C:2]1[CH:3]=[CH:4][C:5]2[O:10][CH2:9][C@@H:8]([CH2:11][OH:12])[O:7][C:6]=2[CH:13]=1)(=[O:17])=[O:16], predict the reactants needed to synthesize it. The reactants are: Br[C:2]1[CH:3]=[CH:4][C:5]2[O:10][CH2:9][C@@H:8]([CH2:11][OH:12])[O:7][C:6]=2[CH:13]=1.[CH3:14][S:15]([O-:17])=[O:16].[Na+].N1CCC[C@H]1C(O)=O.C([O-])([O-])=O.[K+].[K+]. (4) Given the product [Cl-:22].[CH3:7][O:8][C:9]1[C:16]([O:17][CH3:18])=[CH:15][CH:14]=[CH:13][C:10]=1[CH:11]=[N+:1]1[CH2:6][CH2:5][O:4][CH2:3][CH2:2]1, predict the reactants needed to synthesize it. The reactants are: [NH:1]1[CH2:6][CH2:5][O:4][CH2:3][CH2:2]1.[CH3:7][O:8][C:9]1[C:16]([O:17][CH3:18])=[CH:15][CH:14]=[CH:13][C:10]=1[CH:11]=O.C([Cl:22])(=O)C. (5) Given the product [CH3:1][O:2][C:3]1[CH:4]=[C:5]2[C:10](=[CH:11][C:12]=1[O:13][CH2:14][CH:15]([OH:16])[CH2:17][OH:37])[N:9]=[CH:8][CH:7]=[C:6]2[O:18][C:19]1[C:20]([C:27]2[CH:32]=[CH:31][CH:30]=[C:29]([CH3:33])[N:28]=2)=[N:21][C:22]([CH3:26])=[C:23]([CH3:25])[CH:24]=1, predict the reactants needed to synthesize it. The reactants are: [CH3:1][O:2][C:3]1[CH:4]=[C:5]2[C:10](=[CH:11][C:12]=1[O:13][CH2:14][CH:15]1[CH2:17][O:16]1)[N:9]=[CH:8][CH:7]=[C:6]2[O:18][C:19]1[C:20]([C:27]2[CH:32]=[CH:31][CH:30]=[C:29]([CH3:33])[N:28]=2)=[N:21][C:22]([CH3:26])=[C:23]([CH3:25])[CH:24]=1.FC(F)(F)C(O)=[O:37].[OH-].[Na+].O. (6) Given the product [CH:13](/[C:10]1[O:11][CH:12]=[C:8]([CH:6]=[CH2:1])[N:9]=1)=[CH:14]\[C:15]1[CH:20]=[CH:19][CH:18]=[CH:17][CH:16]=1, predict the reactants needed to synthesize it. The reactants are: [CH2:1]([Li])CCC.[CH:6]([C:8]1[N:9]=[C:10](/[CH:13]=[CH:14]/[C:15]2[CH:20]=[CH:19][CH:18]=[CH:17][CH:16]=2)[O:11][CH:12]=1)=O.O.C(OCC)(=O)C. (7) Given the product [C:1]([O:5][C:6](=[O:21])[NH:7][C:8]1([C:11](=[O:20])[NH:12][C:13]2[CH:18]=[CH:17][C:16]([C:25]3[CH:26]=[CH:27][CH:28]=[CH:29][C:24]=3[S:23][CH3:22])=[CH:15][CH:14]=2)[CH2:10][CH2:9]1)([CH3:4])([CH3:3])[CH3:2], predict the reactants needed to synthesize it. The reactants are: [C:1]([O:5][C:6](=[O:21])[NH:7][C:8]1([C:11](=[O:20])[NH:12][C:13]2[CH:18]=[CH:17][C:16](Br)=[CH:15][CH:14]=2)[CH2:10][CH2:9]1)([CH3:4])([CH3:3])[CH3:2].[CH3:22][S:23][C:24]1[CH:29]=[CH:28][CH:27]=[CH:26][C:25]=1B(O)O.C(=O)([O-])[O-].[Na+].[Na+].O.